From a dataset of Forward reaction prediction with 1.9M reactions from USPTO patents (1976-2016). Predict the product of the given reaction. (1) The product is: [CH2:1]([O:3][C:4](=[O:23])[CH:5]([C:10]1[CH:15]=[CH:14][C:13]([NH2:16])=[C:12]([C:19]([F:21])([F:20])[F:22])[CH:11]=1)[CH2:6][CH:7]([CH3:9])[CH3:8])[CH3:2]. Given the reactants [CH2:1]([O:3][C:4](=[O:23])[CH:5]([C:10]1[CH:15]=[CH:14][C:13]([N+:16]([O-])=O)=[C:12]([C:19]([F:22])([F:21])[F:20])[CH:11]=1)[CH2:6][CH:7]([CH3:9])[CH3:8])[CH3:2].[Sn](Cl)Cl.O, predict the reaction product. (2) Given the reactants C1(P(=[CH:20][C:21]([O:23][CH3:24])=[O:22])(C2C=CC=CC=2)C2C=CC=CC=2)C=CC=CC=1.[C:25]([C:28]1[CH:35]=[CH:34][CH:33]=[CH:32][C:29]=1[CH:30]=O)([OH:27])=[O:26], predict the reaction product. The product is: [C:25]([C:28]1[CH:35]=[CH:34][CH:33]=[CH:32][C:29]=1[CH:30]=[CH:20][C:21]([O:23][CH3:24])=[O:22])([OH:27])=[O:26]. (3) Given the reactants [Si]([O:8][C@H:9]([C@H:11]1[NH:16][C:15]([CH3:18])([CH3:17])[CH2:14][CH:13]([O:19][C:20]2[N:21]=[N:22][C:23]([C:26]3[CH:31]=[CH:30][C:29]([N:32]4[CH:36]=[CH:35][CH:34]=[N:33]4)=[CH:28][C:27]=3[O:37]C)=[CH:24][CH:25]=2)[CH2:12]1)[CH3:10])(C(C)(C)C)(C)C.B(Br)(Br)Br, predict the reaction product. The product is: [OH:8][C@H:9]([C@H:11]1[NH:16][C:15]([CH3:18])([CH3:17])[CH2:14][CH:13]([O:19][C:20]2[N:21]=[N:22][C:23]([C:26]3[CH:31]=[CH:30][C:29]([N:32]4[CH:36]=[CH:35][CH:34]=[N:33]4)=[CH:28][C:27]=3[OH:37])=[CH:24][CH:25]=2)[CH2:12]1)[CH3:10]. (4) Given the reactants CSC.B.B1(C)OC(C2C=CC=CC=2)(C2C=CC=CC=2)[C@H]2N1CCC2.[CH3:26][C:27]1[C:45]([C:46]([F:49])([F:48])[F:47])=[CH:44][C:30]2[N:31]([C:37]([O:39][C:40]([CH3:43])([CH3:42])[CH3:41])=[O:38])[CH2:32][CH2:33][CH2:34][C:35](=[O:36])[C:29]=2[CH:28]=1.CO, predict the reaction product. The product is: [OH:36][C@@H:35]1[CH2:34][CH2:33][CH2:32][N:31]([C:37]([O:39][C:40]([CH3:43])([CH3:42])[CH3:41])=[O:38])[C:30]2[CH:44]=[C:45]([C:46]([F:49])([F:47])[F:48])[C:27]([CH3:26])=[CH:28][C:29]1=2.